This data is from Full USPTO retrosynthesis dataset with 1.9M reactions from patents (1976-2016). The task is: Predict the reactants needed to synthesize the given product. (1) Given the product [CH:1]1([NH:7][C:8]2[N:28]=[C:27]([N:30]3[CH2:35][CH2:34][CH2:33][CH2:32][CH2:31]3)[CH:26]=[CH:25][C:9]=2[C:10]([NH:12][C:13]2[CH:22]=[C:21]3[C:16]([CH2:17][CH2:18][C:19](=[O:24])[N:20]3[CH3:23])=[CH:15][CH:14]=2)=[O:11])[CH2:6][CH2:5][CH2:4][CH2:3][CH2:2]1, predict the reactants needed to synthesize it. The reactants are: [CH:1]1([NH:7][C:8]2[N:28]=[C:27](F)[CH:26]=[CH:25][C:9]=2[C:10]([NH:12][C:13]2[CH:22]=[C:21]3[C:16]([CH2:17][CH2:18][C:19](=[O:24])[N:20]3[CH3:23])=[CH:15][CH:14]=2)=[O:11])[CH2:6][CH2:5][CH2:4][CH2:3][CH2:2]1.[NH:30]1[CH2:35][CH2:34][CH2:33][CH2:32][CH2:31]1.C(=O)([O-])[O-].[K+].[K+].CN(C=O)C. (2) Given the product [C:1]([C:3]1[CH:4]=[C:5]2[C:10](=[CH:11][C:12]=1[O:13][C:14]1[CH:15]=[CH:16][C:17]([C:18](=[O:19])[NH:38][C:37]3[CH:39]=[CH:40][CH:41]=[C:35]([C:34]([F:33])([F:42])[F:43])[CH:36]=3)=[CH:21][CH:22]=1)[O:9][CH2:8][CH2:7][CH:6]2[C:23]([O:25][CH3:26])=[O:24])#[N:2], predict the reactants needed to synthesize it. The reactants are: [C:1]([C:3]1[CH:4]=[C:5]2[C:10](=[CH:11][C:12]=1[O:13][C:14]1[CH:22]=[CH:21][C:17]([C:18](O)=[O:19])=[CH:16][CH:15]=1)[O:9][CH2:8][CH2:7][CH:6]2[C:23]([O:25][CH3:26])=[O:24])#[N:2].C(Cl)(=O)C(Cl)=O.[F:33][C:34]([F:43])([F:42])[C:35]1[CH:36]=[C:37]([CH:39]=[CH:40][CH:41]=1)[NH2:38].C(N(CC)CC)C. (3) Given the product [Cl:18][C:13]1[CH:12]=[C:11]([NH:10][C:2]2[N:1]=[C:8]([Cl:9])[N:7]=[C:5]([Cl:6])[N:4]=2)[CH:16]=[CH:15][C:14]=1[OH:17], predict the reactants needed to synthesize it. The reactants are: [N:1]1[C:8]([Cl:9])=[N:7][C:5]([Cl:6])=[N:4][C:2]=1Cl.[NH2:10][C:11]1[CH:16]=[CH:15][C:14]([OH:17])=[C:13]([Cl:18])[CH:12]=1. (4) Given the product [F:31][C:32]1[CH:33]=[CH:34][C:35]([C:36](/[N:38]=[C:39]2\[NH:1][C:2]3[CH:7]=[C:6]([F:8])[C:5]([O:9][CH2:10][CH2:11][N:12]4[CH2:13][CH2:14][O:15][CH2:16][CH2:17]4)=[CH:4][C:3]=3[N:18]\2[C@H:19]2[CH2:24][CH2:23][C@@H:22]([C:25](=[O:26])[NH:27][CH:28]([CH3:30])[CH3:29])[CH2:21][CH2:20]2)=[O:37])=[CH:65][CH:66]=1, predict the reactants needed to synthesize it. The reactants are: [NH2:1][C:2]1[CH:7]=[C:6]([F:8])[C:5]([O:9][CH2:10][CH2:11][N:12]2[CH2:17][CH2:16][O:15][CH2:14][CH2:13]2)=[CH:4][C:3]=1[NH:18][C@@H:19]1[CH2:24][CH2:23][C@H:22]([C:25]([NH:27][CH:28]([CH3:30])[CH3:29])=[O:26])[CH2:21][CH2:20]1.[F:31][C:32]1[CH:66]=[CH:65][C:35]([C:36](/[N:38]=[C:39]2/N([C@H]3CC[C@@H](C(=O)NC(C)C)CC3)C3C=C(OCCOC)N=CC=3N/2)=[O:37])=[CH:34][CH:33]=1. (5) Given the product [CH:1]1([C:4]2[N:13]=[C:12]([N:14]3[CH2:15][CH:16]=[C:17]([C:20]4[CH:25]=[CH:24][CH:23]=[CH:22][C:21]=4[O:26][CH3:27])[CH2:18][CH2:19]3)[C:11]3[C:6](=[CH:7][C:8]([O:30][CH3:31])=[C:9]([O:28][CH3:29])[CH:10]=3)[N:5]=2)[CH2:2][CH2:3]1, predict the reactants needed to synthesize it. The reactants are: [CH:1]1([C:4]2[N:13]=[C:12]([N:14]3[CH2:19][CH2:18][CH:17]([C:20]4[CH:25]=[CH:24][CH:23]=[CH:22][C:21]=4[O:26][CH3:27])[CH2:16][CH2:15]3)[C:11]3[C:6](=[CH:7][C:8]([O:30][CH3:31])=[C:9]([O:28][CH3:29])[CH:10]=3)[N:5]=2)[CH2:3][CH2:2]1.COC1C=CC=CC=1C1CCNCC=1.COC1C=CC=CC=1C1CCNCC1. (6) Given the product [CH3:27][O:26][C:24]([C:23]1[CH:28]=[CH:29][C:20]([CH2:19][CH:4]([C:5]([O:7][CH2:8][CH:9]=[CH2:10])=[O:6])[C:3]([O:12][CH2:13][CH:14]=[CH2:15])=[O:11])=[CH:21][CH:22]=1)=[O:25], predict the reactants needed to synthesize it. The reactants are: [H-].[Na+].[C:3]([O:12][CH2:13][CH:14]=[CH2:15])(=[O:11])[CH2:4][C:5]([O:7][CH2:8][CH:9]=[CH2:10])=[O:6].[H][H].Cl[CH2:19][C:20]1[CH:29]=[CH:28][C:23]([C:24]([O:26][CH3:27])=[O:25])=[CH:22][CH:21]=1.Cl. (7) Given the product [Cl:31][C:25]1[C:26]([O:29][CH3:30])=[CH:27][C:28]([CH:46]([C:45]2[CH:48]=[CH:49][C:42]([O:41][C:40]3[CH:53]=[CH:54][C:37]([Cl:36])=[CH:38][CH:39]=3)=[CH:43][C:44]=2[CH2:50][CH2:51][CH3:52])[OH:47])=[C:23]([F:22])[C:24]=1[Si:32]([CH3:34])([CH3:33])[CH3:35], predict the reactants needed to synthesize it. The reactants are: CC1(C)CCCC(C)(C)N1.C([Li])CCC.CCCCCC.[F:22][C:23]1[CH:28]=[CH:27][C:26]([O:29][CH3:30])=[C:25]([Cl:31])[C:24]=1[Si:32]([CH3:35])([CH3:34])[CH3:33].[Cl:36][C:37]1[CH:54]=[CH:53][C:40]([O:41][C:42]2[CH:49]=[CH:48][C:45]([CH:46]=[O:47])=[C:44]([CH2:50][CH2:51][CH3:52])[CH:43]=2)=[CH:39][CH:38]=1.[Cl-].[NH4+]. (8) Given the product [CH2:21]([N:11]([C:12]1[CH:17]=[CH:16][C:15]([CH:18]([CH3:20])[CH3:19])=[CH:14][N:13]=1)[S:8]([C:5]1[CH:6]=[CH:7][C:2]([O:32][CH2:31][CH:28]2[CH2:29][CH2:30][O:25][CH2:26][CH2:27]2)=[CH:3][CH:4]=1)(=[O:10])=[O:9])[CH:22]([CH3:24])[CH3:23], predict the reactants needed to synthesize it. The reactants are: F[C:2]1[CH:7]=[CH:6][C:5]([S:8]([N:11]([CH2:21][CH:22]([CH3:24])[CH3:23])[C:12]2[CH:17]=[CH:16][C:15]([CH:18]([CH3:20])[CH3:19])=[CH:14][N:13]=2)(=[O:10])=[O:9])=[CH:4][CH:3]=1.[O:25]1[CH2:30][CH2:29][CH:28]([CH2:31][OH:32])[CH2:27][CH2:26]1.[H-].[Na+].